This data is from Reaction yield outcomes from USPTO patents with 853,638 reactions. The task is: Predict the reaction yield, written as a fraction of the theoretical maximum amount of product (1.0 means a 100% yield; for example, 0.34 means a 34% yield). (1) The reactants are [CH3:1][CH:2]([O:5][C:6]([NH:8][C@@H:9]([C:19]1[CH:24]=[CH:23][C:22]([OH:25])=[CH:21][CH:20]=1)[C:10]([NH:12][C@@H:13]([CH3:18])[C:14]([O:16][CH3:17])=[O:15])=[O:11])=[O:7])[CH2:3][CH3:4].[C:26]([O-])([O-])=O.[K+].[K+].IC. The catalyst is CC(C)=O. The product is [CH3:1][CH:2]([O:5][C:6]([NH:8][C@@H:9]([C:19]1[CH:20]=[CH:21][C:22]([O:25][CH3:26])=[CH:23][CH:24]=1)[C:10]([NH:12][C@@H:13]([CH3:18])[C:14]([O:16][CH3:17])=[O:15])=[O:11])=[O:7])[CH2:3][CH3:4]. The yield is 0.430. (2) The reactants are Cl.Cl.[CH3:3][C:4]1[C:9]([O:10][C:11]2[C:16]([S:17][C:18]3[CH:23]=[CH:22][N:21]=[C:20]4[CH:24]=[CH:25][S:26][C:19]=34)=[CH:15][N:14]=[C:13]([NH:27][C:28]3[S:29][CH:30]=[C:31]([CH:33]4[CH2:38][CH2:37][NH:36][CH2:35][CH2:34]4)[N:32]=3)[CH:12]=2)=[CH:8][CH:7]=[CH:6][N:5]=1.C(N(CC)CC)C.[C:46](OC(=O)C)(=[O:48])[CH3:47].C(=O)(O)[O-].[Na+]. The catalyst is ClCCl. The product is [CH3:3][C:4]1[C:9]([O:10][C:11]2[C:16]([S:17][C:18]3[CH:23]=[CH:22][N:21]=[C:20]4[CH:24]=[CH:25][S:26][C:19]=34)=[CH:15][N:14]=[C:13]([NH:27][C:28]3[S:29][CH:30]=[C:31]([CH:33]4[CH2:38][CH2:37][N:36]([C:46](=[O:48])[CH3:47])[CH2:35][CH2:34]4)[N:32]=3)[CH:12]=2)=[CH:8][CH:7]=[CH:6][N:5]=1. The yield is 0.700. (3) The reactants are [F:1][C:2]1[CH:7]=[CH:6][C:5]([C:8]2[C:13]([C:14]3[CH:19]=[CH:18][N:17]=[CH:16][CH:15]=3)=[C:12]([C:20]3[CH:25]=[CH:24][C:23]([F:26])=[CH:22][CH:21]=3)[N:11]=[C:10]3[NH:27][N:28]=[CH:29][C:9]=23)=[CH:4][CH:3]=1.[OH-].[K+].Cl[CH2:33][C:34]1[CH:39]=[CH:38][C:37]([S:40][CH3:41])=[CH:36][CH:35]=1. The catalyst is CN(C=O)C. The product is [F:1][C:2]1[CH:7]=[CH:6][C:5]([C:8]2[C:9]3[C:10](=[N:27][N:28]([CH2:33][C:34]4[CH:39]=[CH:38][C:37]([S:40][CH3:41])=[CH:36][CH:35]=4)[CH:29]=3)[N:11]=[C:12]([C:20]3[CH:25]=[CH:24][C:23]([F:26])=[CH:22][CH:21]=3)[C:13]=2[C:14]2[CH:15]=[CH:16][N:17]=[CH:18][CH:19]=2)=[CH:4][CH:3]=1.[F:1][C:2]1[CH:7]=[CH:6][C:5]([C:8]2[C:13]([C:14]3[CH:15]=[CH:16][N:17]=[CH:18][CH:19]=3)=[C:12]([C:20]3[CH:25]=[CH:24][C:23]([F:26])=[CH:22][CH:21]=3)[N:11]=[C:10]3[N:27]([CH2:33][C:34]4[CH:39]=[CH:38][C:37]([S:40][CH3:41])=[CH:36][CH:35]=4)[N:28]=[CH:29][C:9]=23)=[CH:4][CH:3]=1. The yield is 0.250. (4) The yield is 1.00. The reactants are Cl.C(OC([N:9]1[CH2:12][CH:11]([NH:13][C:14]([C:16]2[N:17]=[C:18]3[C:23]([C:24]([F:27])([F:26])[F:25])=[CH:22][C:21]([C:28]4[CH:32]=[CH:31][O:30][CH:29]=4)=[CH:20][N:19]3[C:33]=2[Cl:34])=[O:15])[CH2:10]1)=O)(C)(C)C. The product is [ClH:34].[NH:9]1[CH2:10][CH:11]([NH:13][C:14]([C:16]2[N:17]=[C:18]3[C:23]([C:24]([F:26])([F:25])[F:27])=[CH:22][C:21]([C:28]4[CH:32]=[CH:31][O:30][CH:29]=4)=[CH:20][N:19]3[C:33]=2[Cl:34])=[O:15])[CH2:12]1. The catalyst is O1CCOCC1. (5) The reactants are Cl[C:2]1[C:11]2[C:6](=[CH:7][C:8]([O:14][CH3:15])=[C:9]([O:12][CH3:13])[CH:10]=2)[N:5]=[CH:4][N:3]=1.C(=O)([O-])[O-].[K+].[K+].[OH:22][C:23]1[CH:32]=[C:31]2[C:26]([CH:27]=[CH:28][CH:29]=[N:30]2)=[CH:25][CH:24]=1.[OH-].[Na+]. The catalyst is CN(C=O)C. The product is [CH3:13][O:12][C:9]1[CH:10]=[C:11]2[C:6](=[CH:7][C:8]=1[O:14][CH3:15])[N:5]=[CH:4][N:3]=[C:2]2[O:22][C:23]1[CH:32]=[C:31]2[C:26]([CH:27]=[CH:28][CH:29]=[N:30]2)=[CH:25][CH:24]=1. The yield is 0.240.